Dataset: CYP1A2 inhibition data for predicting drug metabolism from PubChem BioAssay. Task: Regression/Classification. Given a drug SMILES string, predict its absorption, distribution, metabolism, or excretion properties. Task type varies by dataset: regression for continuous measurements (e.g., permeability, clearance, half-life) or binary classification for categorical outcomes (e.g., BBB penetration, CYP inhibition). Dataset: cyp1a2_veith. (1) The drug is c1ccc(CCN2CCOCC2)nc1. The result is 0 (non-inhibitor). (2) The compound is Cc1c2cnccc2c(C)c2c1c1ccccc1n2CCOC(=O)c1ccccc1. The result is 1 (inhibitor).